This data is from Reaction yield outcomes from USPTO patents with 853,638 reactions. The task is: Predict the reaction yield, written as a fraction of the theoretical maximum amount of product (1.0 means a 100% yield; for example, 0.34 means a 34% yield). (1) The reactants are [NH:1]1[C:9]2[C:4](=[CH:5][CH:6]=[CH:7][CH:8]=2)[C:3]([CH:10]=[O:11])=[CH:2]1.[CH3:12][S:13](Cl)(=[O:15])=[O:14].C(N(C(C)C)CC)(C)C.C(=O)([O-])O.[Na+]. The catalyst is C(Cl)Cl. The product is [CH3:12][S:13]([N:1]1[C:9]2[C:4](=[CH:5][CH:6]=[CH:7][CH:8]=2)[C:3]([CH:10]=[O:11])=[CH:2]1)(=[O:15])=[O:14]. The yield is 0.910. (2) The reactants are C([Li])CCC.CCCCCC.C([Mg]Cl)CCC.[Br:18][C:19]1[CH:24]=[C:23]([O:25][CH3:26])[CH:22]=[C:21](Br)[CH:20]=1.[I:28]Cl. The catalyst is C1(C)C=CC=CC=1.C(Cl)Cl.O. The product is [Br:18][C:19]1[CH:24]=[C:23]([O:25][CH3:26])[CH:22]=[C:21]([I:28])[CH:20]=1. The yield is 0.600. (3) The reactants are [NH2:1][CH:2]([CH2:6][C:7]1[CH:12]=[CH:11][C:10]([Cl:13])=[CH:9][C:8]=1[CH3:14])[C:3]([OH:5])=[O:4].O1CCOCC1.[OH-].[Na+].[CH3:23][C:24]([O:27][C:28](O[C:28]([O:27][C:24]([CH3:26])([CH3:25])[CH3:23])=[O:29])=[O:29])([CH3:26])[CH3:25]. The catalyst is O. The product is [C:24]([O:27][C:28]([NH:1][CH:2]([CH2:6][C:7]1[CH:12]=[CH:11][C:10]([Cl:13])=[CH:9][C:8]=1[CH3:14])[C:3]([OH:5])=[O:4])=[O:29])([CH3:26])([CH3:25])[CH3:23]. The yield is 0.800. (4) The reactants are [O:1]1[C:6]2[CH:7]=[CH:8][C:9]([CH2:11]O)=[CH:10][C:5]=2[O:4][CH2:3][CH2:2]1.O=S(Cl)[Cl:15]. No catalyst specified. The product is [Cl:15][CH2:11][C:9]1[CH:8]=[CH:7][C:6]2[O:1][CH2:2][CH2:3][O:4][C:5]=2[CH:10]=1. The yield is 0.880. (5) The reactants are [F:1][C:2]1[CH:25]=[CH:24][C:5]([CH2:6][C:7]2[C:15](=O)[N:14]3[C:10]([NH:11][C:12]4[CH:20]=[CH:19][CH:18]=[CH:17][C:13]=43)=[C:9]([C:21]#[N:22])[C:8]=2[CH3:23])=[CH:4][CH:3]=1.P(Cl)(Cl)([Cl:28])=O. No catalyst specified. The product is [Cl:28][C:15]1[N:14]2[C:10](=[N:11][C:12]3[CH:20]=[CH:19][CH:18]=[CH:17][C:13]=32)[C:9]([C:21]#[N:22])=[C:8]([CH3:23])[C:7]=1[CH2:6][C:5]1[CH:24]=[CH:25][C:2]([F:1])=[CH:3][CH:4]=1. The yield is 0.850. (6) The reactants are [F:1][CH:2]([F:35])[O:3][C:4]1[N:9]=[C:8]([CH3:10])[C:7]([C:11]2[C:12]([CH3:33])=[C:13]([CH:30]=[CH:31][CH:32]=2)[CH2:14][NH:15][C:16]2[CH:29]=[CH:28][C:19]3[C@H:20]([CH2:23][C:24]([O:26]C)=[O:25])[CH2:21][O:22][C:18]=3[CH:17]=2)=[C:6]([CH3:34])[N:5]=1.[OH-].[Na+]. The catalyst is CO.O1CCCC1. The product is [F:35][CH:2]([F:1])[O:3][C:4]1[N:9]=[C:8]([CH3:10])[C:7]([C:11]2[C:12]([CH3:33])=[C:13]([CH:30]=[CH:31][CH:32]=2)[CH2:14][NH:15][C:16]2[CH:29]=[CH:28][C:19]3[C@H:20]([CH2:23][C:24]([OH:26])=[O:25])[CH2:21][O:22][C:18]=3[CH:17]=2)=[C:6]([CH3:34])[N:5]=1. The yield is 0.290.